This data is from Reaction yield outcomes from USPTO patents with 853,638 reactions. The task is: Predict the reaction yield, written as a fraction of the theoretical maximum amount of product (1.0 means a 100% yield; for example, 0.34 means a 34% yield). (1) The product is [Cl:1][C:2]1[N:3]([C:16]2[CH:17]=[CH:18][C:13]([CH3:22])=[CH:14][CH:15]=2)[C:4]2[C:9]([C:10]=1[CH:11]=[O:12])=[CH:8][CH:7]=[CH:6][CH:5]=2. The yield is 0.480. The reactants are [Cl:1][C:2]1[NH:3][C:4]2[C:9]([C:10]=1[CH:11]=[O:12])=[CH:8][CH:7]=[CH:6][CH:5]=2.[C:13]1([CH3:22])[CH:18]=[CH:17][C:16](B(O)O)=[CH:15][CH:14]=1. No catalyst specified. (2) The reactants are [CH2:1]([N:3]1[CH:7]=[C:6]([CH2:8][OH:9])[C:5]([O:10][CH2:11][C:12]2[CH:17]=[CH:16][C:15]([O:18][CH2:19][C:20]3[N:21]=[C:22]([C:26]4[O:27][CH:28]=[CH:29][CH:30]=4)[O:23][C:24]=3[CH3:25])=[C:14]([O:31][CH3:32])[CH:13]=2)=[N:4]1)[CH3:2]. The catalyst is [O-2].[O-2].[Mn+4].O1CCCC1. The product is [CH2:1]([N:3]1[CH:7]=[C:6]([CH:8]=[O:9])[C:5]([O:10][CH2:11][C:12]2[CH:17]=[CH:16][C:15]([O:18][CH2:19][C:20]3[N:21]=[C:22]([C:26]4[O:27][CH:28]=[CH:29][CH:30]=4)[O:23][C:24]=3[CH3:25])=[C:14]([O:31][CH3:32])[CH:13]=2)=[N:4]1)[CH3:2]. The yield is 0.890.